From a dataset of Forward reaction prediction with 1.9M reactions from USPTO patents (1976-2016). Predict the product of the given reaction. (1) Given the reactants [NH:1]([C:3]1[CH:8]=[C:7]([C:9]2[CH:14]=[CH:13][CH:12]=[CH:11][CH:10]=2)[N:6]=[C:5]([CH3:15])[N:4]=1)[NH2:2].[C:16]1([CH3:26])[CH:21]=[CH:20][C:19]([C:22](=O)[CH2:23][CH3:24])=[CH:18][CH:17]=1, predict the reaction product. The product is: [CH3:15][C:5]1[N:4]=[C:3]([NH:1][N:2]=[C:22]([C:19]2[CH:20]=[CH:21][C:16]([CH3:26])=[CH:17][CH:18]=2)[CH2:23][CH3:24])[CH:8]=[C:7]([C:9]2[CH:14]=[CH:13][CH:12]=[CH:11][CH:10]=2)[N:6]=1. (2) Given the reactants [Br-:1].Cl[C:3]1[S:7][C:6]([CH:8]2[CH2:13][CH2:12][N:11]([C:14](=[O:26])[CH2:15][N:16]3[C:20]4[CH:21]=[CH:22][CH:23]=[CH:24][C:19]=4[NH:18][C:17]3=[O:25])[CH2:10][CH2:9]2)=[N:5][C:4]=1[C:27]1C=C(C(C)(C)C)C(OC)=[C:29]([C:39]([CH3:42])([CH3:41])[CH3:40])[CH:28]=1.C(N([CH:49]([CH3:51])[CH3:50])CC)(C)C.CC[N:54]=[C:55]=[N:56]CCCN(C)C.[C:63](O)(C(F)(F)F)=O, predict the reaction product. The product is: [Br:1][C:3]1[S:7][C:6]([CH:8]2[CH2:9][CH2:10][N:11]([C:14](=[O:26])[CH2:15][N:16]3[C:20]4[CH:21]=[CH:22][CH:23]=[CH:24][C:19]=4[NH:18][C:17]3=[O:25])[CH2:12][CH2:13]2)=[N:5][C:4]=1[C:27]1[CH:28]=[C:29]([C:39]([CH3:41])([CH3:40])[CH3:42])[N:56]=[C:55]([C:49]([CH3:50])([CH3:51])[CH3:63])[N:54]=1. (3) Given the reactants [CH3:1][O:2][C:3]([C:5]1[S:6][C:7]([S:23][CH3:24])=[C:8]([S:10]([C:13]2[CH:21]=[C:20]([Br:22])[C:16]3[N:17]=[CH:18][NH:19][C:15]=3[CH:14]=2)(=[O:12])=[O:11])[CH:9]=1)=[O:4].[C:25]1(B(O)O)[CH:30]=[CH:29][CH:28]=[CH:27][CH:26]=1.[N+]1([O-])C=CC=CC=1.C(N(CC)CC)C, predict the reaction product. The product is: [CH3:1][O:2][C:3]([C:5]1[S:6][C:7]([S:23][CH3:24])=[C:8]([S:10]([C:13]2[CH:21]=[C:20]([Br:22])[C:16]3[N:17]=[CH:18][N:19]([C:25]4[CH:30]=[CH:29][CH:28]=[CH:27][CH:26]=4)[C:15]=3[CH:14]=2)(=[O:11])=[O:12])[CH:9]=1)=[O:4]. (4) Given the reactants [OH:1][C:2]1[CH:3]=[CH:4][CH:5]=[C:6]2[C:11]=1[N:10]=[CH:9][CH:8]=[CH:7]2.[C:12]([Li])([CH3:15])([CH3:14])[CH3:13].C(OO)(C)(C)C.C1(C)C=CC=CC=1, predict the reaction product. The product is: [C:12]([C:9]1[CH:8]=[CH:7][C:6]2[C:11](=[C:2]([OH:1])[CH:3]=[CH:4][CH:5]=2)[N:10]=1)([CH3:15])([CH3:14])[CH3:13]. (5) The product is: [F:14][C:15]1[CH:20]=[CH:19][C:18]([O:21][CH3:22])=[CH:17][C:16]=1[C:2]1[C:3]([C:4]([O:6][CH2:7][CH3:8])=[O:5])=[CH:9][C:10]([OH:13])=[CH:11][CH:12]=1. Given the reactants Br[C:2]1[CH:12]=[CH:11][C:10]([OH:13])=[CH:9][C:3]=1[C:4]([O:6][CH2:7][CH3:8])=[O:5].[F:14][C:15]1[CH:20]=[CH:19][C:18]([O:21][CH3:22])=[CH:17][C:16]=1B(O)O.C1(P(C2CCCCC2)C2C=CC=CC=2C2C(OC)=CC=CC=2OC)CCCCC1.C(=O)([O-])[O-].[Na+].[Na+], predict the reaction product. (6) Given the reactants [CH3:1][O:2][C:3]1[CH:4]=[C:5]([CH:8]=[CH:9][CH:10]=1)[CH:6]=[O:7].[CH:11]([Mg]Cl)=[CH2:12], predict the reaction product. The product is: [CH3:1][O:2][C:3]1[CH:4]=[C:5]([CH:6]([OH:7])[CH:11]=[CH2:12])[CH:8]=[CH:9][CH:10]=1.